Task: Predict the product of the given reaction.. Dataset: Forward reaction prediction with 1.9M reactions from USPTO patents (1976-2016) (1) Given the reactants F[B-](F)(F)F.[CH3:22][O:21][C:18]1[CH:19]=[CH:20][C:15]([I+][C:15]2[CH:20]=[CH:19][C:18]([O:21][CH3:22])=[C:17]([CH:23]([CH3:25])[CH3:24])[CH:16]=2)=[CH:16][C:17]=1[CH:23]([CH3:25])[CH3:24].[C:29]([O:33][C:34](=[O:45])[NH:35][C:36]1[CH:41]=[C:40]([Cl:42])[C:39]([OH:43])=[C:38]([Cl:44])[CH:37]=1)([CH3:32])([CH3:31])[CH3:30], predict the reaction product. The product is: [C:29]([O:33][C:34](=[O:45])[NH:35][C:36]1[CH:41]=[C:40]([Cl:42])[C:39]([O:43][C:15]2[CH:20]=[CH:19][C:18]([O:21][CH3:22])=[C:17]([CH:23]([CH3:24])[CH3:25])[CH:16]=2)=[C:38]([Cl:44])[CH:37]=1)([CH3:32])([CH3:30])[CH3:31]. (2) Given the reactants [CH2:1]([O:8][C:9]([N:11]1[C:19]2[C:14](=[CH:15][CH:16]=[CH:17][CH:18]=2)[CH2:13][C@H:12]1[C:20](O)=[O:21])=[O:10])[C:2]1[CH:7]=[CH:6][CH:5]=[CH:4][CH:3]=1.CCN(C(C)C)C(C)C.CN(C(ON1N=NC2C=CC=NC1=2)=[N+](C)C)C.F[P-](F)(F)(F)(F)F.[C:56]1([C:62]2[N:63]=[C:64]([NH2:67])[S:65][CH:66]=2)[CH:61]=[CH:60][CH:59]=[CH:58][CH:57]=1, predict the reaction product. The product is: [CH2:1]([O:8][C:9]([N:11]1[C:19]2[C:14](=[CH:15][CH:16]=[CH:17][CH:18]=2)[CH2:13][C@H:12]1[C:20](=[O:21])[NH:67][C:64]1[S:65][CH:66]=[C:62]([C:56]2[CH:61]=[CH:60][CH:59]=[CH:58][CH:57]=2)[N:63]=1)=[O:10])[C:2]1[CH:7]=[CH:6][CH:5]=[CH:4][CH:3]=1.